This data is from Reaction yield outcomes from USPTO patents with 853,638 reactions. The task is: Predict the reaction yield, written as a fraction of the theoretical maximum amount of product (1.0 means a 100% yield; for example, 0.34 means a 34% yield). (1) The reactants are [CH:1](=[O:8])[C:2]1[CH:7]=[CH:6][CH:5]=[CH:4][CH:3]=1.[N+:9]([CH3:12])([O-:11])=[O:10]. No catalyst specified. The product is [C:2]1([C@H:1]([OH:8])[CH2:12][N+:9]([O-:11])=[O:10])[CH:7]=[CH:6][CH:5]=[CH:4][CH:3]=1. The yield is 0.840. (2) The reactants are [OH:1][CH:2]1[CH2:7][CH:6]([CH3:8])[CH2:5][CH:4]([C:9]([O:11][CH2:12][CH3:13])=[O:10])[CH2:3]1.CC(C)=O.OS(O)(=O)=O.O=[Cr](=O)=O.C(O)(C)C. The catalyst is CC(C)=O. The yield is 0.870. The product is [CH3:8][CH:6]1[CH2:7][C:2](=[O:1])[CH2:3][CH:4]([C:9]([O:11][CH2:12][CH3:13])=[O:10])[CH2:5]1. (3) The reactants are [CH2:1]([N:3]([CH2:11][C:12]1[N:13]=[C:14]2[S:21][C:20]([CH3:22])=[C:19]([CH2:23][CH2:24][OH:25])[N:15]2[C:16](=[O:18])[CH:17]=1)[C:4]1[CH:9]=[CH:8][C:7]([F:10])=[CH:6][CH:5]=1)[CH3:2].[H-].[Na+].I[CH3:29]. The catalyst is O1CCCC1. The product is [CH2:1]([N:3]([CH2:11][C:12]1[N:13]=[C:14]2[S:21][C:20]([CH3:22])=[C:19]([CH2:23][CH2:24][O:25][CH3:29])[N:15]2[C:16](=[O:18])[CH:17]=1)[C:4]1[CH:5]=[CH:6][C:7]([F:10])=[CH:8][CH:9]=1)[CH3:2]. The yield is 0.220. (4) The reactants are [Br:1][C:2]1[C:3]([CH3:13])=[N:4][C:5]([C:8]2[N:12]=[CH:11][NH:10][N:9]=2)=[CH:6][CH:7]=1.[O:14]1[CH:19]=[CH:18][CH2:17][CH2:16][CH2:15]1. The catalyst is O1CCCC1.C(OCC)(=O)C.CCCCCC.C(O)(C(F)(F)F)=O. The product is [Br:1][C:2]1[C:3]([CH3:13])=[N:4][C:5]([C:8]2[N:12]=[CH:11][N:10]([CH:15]3[CH2:16][CH2:17][CH2:18][CH2:19][O:14]3)[N:9]=2)=[CH:6][CH:7]=1. The yield is 0.420. (5) The reactants are [Cl-].O[NH3+:3].[C:4](=[O:7])([O-])[OH:5].[Na+].CS(C)=O.[CH2:13]([C:17]1[N:21]([CH2:22][C:23]2[CH:28]=[CH:27][C:26]([C:29]3[C:30]([C:35]#[N:36])=[CH:31][CH:32]=[CH:33][CH:34]=3)=[CH:25][CH:24]=2)[C:20](=[O:37])[N:19]([CH2:38][CH:39]2[CH2:44][CH2:43][CH2:42][CH2:41][O:40]2)[N:18]=1)[CH2:14][CH2:15][CH3:16]. The catalyst is C(OCC)(=O)C. The product is [CH2:13]([C:17]1[N:21]([CH2:22][C:23]2[CH:24]=[CH:25][C:26]([C:29]3[CH:34]=[CH:33][CH:32]=[CH:31][C:30]=3[C:35]3[NH:3][C:4](=[O:7])[O:5][N:36]=3)=[CH:27][CH:28]=2)[C:20](=[O:37])[N:19]([CH2:38][CH:39]2[CH2:44][CH2:43][CH2:42][CH2:41][O:40]2)[N:18]=1)[CH2:14][CH2:15][CH3:16]. The yield is 0.530. (6) The reactants are [CH3:1][CH:2]1[CH2:7][CH2:6][N:5]([C:8]2[C:13]([CH2:14][NH2:15])=[CH:12][CH:11]=[C:10]([C:16]([F:19])([F:18])[F:17])[N:9]=2)[CH2:4][CH2:3]1.C(N(CC)CC)C.C1([O:33][C:34](=O)[NH:35][C:36]2[CH:37]=[N:38][C:39]([NH:42][CH2:43][CH2:44][O:45]C)=[CH:40][CH:41]=2)C=CC=CC=1. The catalyst is C(#N)C. The product is [OH:45][CH2:44][CH2:43][NH:42][C:39]1[N:38]=[CH:37][C:36]([NH:35][C:34]([NH:15][CH2:14][C:13]2[C:8]([N:5]3[CH2:4][CH2:3][CH:2]([CH3:1])[CH2:7][CH2:6]3)=[N:9][C:10]([C:16]([F:19])([F:17])[F:18])=[CH:11][CH:12]=2)=[O:33])=[CH:41][CH:40]=1. The yield is 0.440. (7) The reactants are [CH2:1]([C:4]1[C:13]2[O:12][CH2:11][C:10]3=[C:14]([C:17]([O:19][CH2:20][CH3:21])=[O:18])[N:15]=[CH:16][N:9]3[C:8]=2[CH:7]=[CH:6][CH:5]=1)[CH:2]=C.I([O-])(=O)(=O)=[O:23].[Na+]. The catalyst is O.C1COCC1.O.[Os](=O)(=O)(=O)=O. The product is [O:23]=[CH:2][CH2:1][C:4]1[C:13]2[O:12][CH2:11][C:10]3=[C:14]([C:17]([O:19][CH2:20][CH3:21])=[O:18])[N:15]=[CH:16][N:9]3[C:8]=2[CH:7]=[CH:6][CH:5]=1. The yield is 0.670.